From a dataset of Forward reaction prediction with 1.9M reactions from USPTO patents (1976-2016). Predict the product of the given reaction. (1) The product is: [Br:3][C:4]1[CH:5]=[CH:6][C:7]([O:10][CH3:1])=[N:8][CH:9]=1. Given the reactants [CH3:1]I.[Br:3][C:4]1[CH:5]=[CH:6][C:7](=[O:10])[NH:8][CH:9]=1, predict the reaction product. (2) The product is: [NH2:1][C:2]1[N:3]([CH3:26])[C:4](=[O:25])[C:5]([C:13]2[CH:14]=[C:15]([NH:19][C:20](=[O:24])[CH2:21][O:22][CH3:23])[CH:16]=[CH:17][CH:18]=2)([CH:7]2[CH2:12][CH2:11][N:10]([CH2:27][C:28]3[CH:33]=[CH:32][CH:31]=[CH:30][CH:29]=3)[CH2:9][CH2:8]2)[N:6]=1. Given the reactants [NH2:1][C:2]1[N:3]([CH3:26])[C:4](=[O:25])[C:5]([C:13]2[CH:14]=[C:15]([NH:19][C:20](=[O:24])[CH2:21][O:22][CH3:23])[CH:16]=[CH:17][CH:18]=2)([CH:7]2[CH2:12][CH2:11][NH:10][CH2:9][CH2:8]2)[N:6]=1.[CH2:27](Br)[C:28]1[CH:33]=[CH:32][CH:31]=[CH:30][CH:29]=1.C([O-])([O-])=O.[K+].[K+], predict the reaction product. (3) The product is: [F:1][C:2]1[CH:33]=[C:32]([F:34])[CH:31]=[CH:30][C:3]=1[O:4][C:5]1[CH:10]=[CH:9][C:8]([CH2:11][S:12]([CH3:15])(=[O:13])=[O:14])=[CH:7][C:6]=1[C:16]1[C:24]2[C:19](=[C:20]([O:27][CH3:28])[N:21]=[C:22]([CH2:25][CH3:26])[CH:23]=2)[N:18]([CH3:29])[CH:17]=1. Given the reactants [F:1][C:2]1[CH:33]=[C:32]([F:34])[CH:31]=[CH:30][C:3]=1[O:4][C:5]1[CH:10]=[CH:9][C:8]([CH2:11][S:12]([CH3:15])(=[O:14])=[O:13])=[CH:7][C:6]=1[C:16]1[C:24]2[C:19](=[C:20]([O:27][CH3:28])[N:21]=[C:22]([CH:25]=[CH2:26])[CH:23]=2)[N:18]([CH3:29])[CH:17]=1.C(O)C, predict the reaction product.